From a dataset of Full USPTO retrosynthesis dataset with 1.9M reactions from patents (1976-2016). Predict the reactants needed to synthesize the given product. (1) Given the product [N:1]1([NH:10][C:11]([NH:20][CH2:21][C:22]2[CH:27]=[CH:26][N:25]=[CH:24][CH:23]=2)=[O:19])[C:9]2[C:4](=[CH:5][CH:6]=[CH:7][CH:8]=2)[CH:3]=[CH:2]1, predict the reactants needed to synthesize it. The reactants are: [N:1]1([NH:10][C:11](=[O:19])OC2C=CC=CC=2)[C:9]2[C:4](=[CH:5][CH:6]=[CH:7][CH:8]=2)[CH:3]=[CH:2]1.[NH2:20][CH2:21][C:22]1[CH:27]=[CH:26][N:25]=[CH:24][CH:23]=1. (2) Given the product [CH2:1]([O:3][C:4]([C:5]1[CH:10]=[C:9]2[C:8](=[CH:7][CH:6]=1)[NH:11][CH:13]([C:15]1[CH:22]=[CH:21][CH:20]=[C:17]([C:18]#[N:19])[CH:16]=1)[CH2:49][C:50]2([CH3:52])[CH3:51])=[O:12])[CH3:2], predict the reactants needed to synthesize it. The reactants are: [CH2:1]([O:3][C:4](=[O:12])[C:5]1[CH:10]=[CH:9][C:8]([NH2:11])=[CH:7][CH:6]=1)[CH3:2].[CH:13]([C:15]1[CH:16]=[C:17]([CH:20]=[CH:21][CH:22]=1)[C:18]#[N:19])=O.O.[O-]S(C(F)(F)F)(=O)=O.[Yb+3].[O-]S(C(F)(F)F)(=O)=O.[O-]S(C(F)(F)F)(=O)=O.[CH2:49]=[C:50]([CH3:52])[CH3:51]. (3) Given the product [NH2:1][C:4]1[CH:5]=[CH:6][C:7]([CH:8]=[CH:9][CH2:10][OH:11])=[CH:12][CH:13]=1, predict the reactants needed to synthesize it. The reactants are: [N+:1]([C:4]1[CH:13]=[CH:12][C:7]([CH:8]=[CH:9][CH2:10][OH:11])=[CH:6][CH:5]=1)([O-])=O.O.NN. (4) Given the product [CH2:1]([O:8][CH2:9][CH2:10][CH2:11][O:12][C:13]1[CH:18]=[CH:17][C:16]([CH:19]2[CH2:24][CH2:23][NH:22][CH2:21][CH:20]2[O:32][CH2:33][C:34]2[CH:35]=[C:36]3[C:51]([CH:50]=[CH:49][C:48]([CH2:47][O:52][CH2:53][CH2:54][OH:55])=[CH:37]3)=[CH:42][CH:43]=2)=[CH:15][CH:14]=1)[C:2]1[CH:7]=[CH:6][CH:5]=[CH:4][CH:3]=1, predict the reactants needed to synthesize it. The reactants are: [CH2:1]([O:8][CH2:9][CH2:10][CH2:11][O:12][C:13]1[CH:18]=[CH:17][C:16]([CH:19]2[CH2:24][CH2:23][N:22](C(OC(C)(C)C)=O)[CH2:21][CH:20]2[O:32][CH2:33][C:34]2[CH:43]=[CH:42]C3[C:36](=[CH:37]C(CBr)=CC=3)[CH:35]=2)=[CH:15][CH:14]=1)[C:2]1[CH:7]=[CH:6][CH:5]=[CH:4][CH:3]=1.O1[CH2:51][CH2:50][CH2:49][CH2:48][CH:47]1[O:52][CH2:53][CH2:54][OH:55].C(OCCCOC1C=CC(C2CCN(C(OC(C)(C)C)=O)CC2OCC2C=CC3C(=CC(CN(C)C)=CC=3)C=2)=CC=1)C1C=CC=CC=1. (5) Given the product [C:1]([O:5][C:6]([N:8]1[CH2:12][CH:11]([O:13][CH2:14][C:15]2[CH:16]=[CH:17][C:18]([F:21])=[CH:19][CH:20]=2)[CH:10]2[NH:22][CH2:23][CH2:24][CH:9]12)=[O:7])([CH3:4])([CH3:2])[CH3:3], predict the reactants needed to synthesize it. The reactants are: [C:1]([O:5][C:6]([N:8]1[CH2:12][CH:11]([O:13][CH2:14][C:15]2[CH:20]=[CH:19][C:18]([F:21])=[CH:17][CH:16]=2)[CH:10]2[N:22](C(OCC3C=CC=CC=3)=O)[CH2:23][CH2:24][CH:9]12)=[O:7])([CH3:4])([CH3:3])[CH3:2]. (6) Given the product [CH2:25]([O:24][C:22](=[O:23])[C:21]([CH3:27])([CH3:28])[CH2:20][CH2:19][CH2:18][CH2:17][O:10][CH2:9][CH2:8][CH2:7][CH2:3][C:2]([CH3:29])([CH3:4])[C:1]([OH:6])=[O:5])[CH3:26], predict the reactants needed to synthesize it. The reactants are: [C:1]([OH:6])(=[O:5])[CH:2]([CH3:4])[CH3:3].[CH2:7]1C[O:10][CH2:9][CH2:8]1.ClCCCC[CH2:17][CH2:18][CH2:19][CH2:20][C:21]([CH3:28])([CH3:27])[C:22]([O:24][CH2:25][CH3:26])=[O:23].[C:29]([O-])(=O)C(C)C.[Li+].[Li+].C([O-])(=O)C(C)C.